From a dataset of Full USPTO retrosynthesis dataset with 1.9M reactions from patents (1976-2016). Predict the reactants needed to synthesize the given product. (1) The reactants are: [Cl:1][C:2]1[C:7]([C:8]2[C:9](=[O:34])[NH:10][C:11](=[O:33])[N:12]([CH2:14][CH2:15][CH2:16][N:17]3[CH2:22][C@H:21]4[C@:19]([C:23]5[CH:28]=[CH:27][C:26]([C:29]([F:32])([F:31])[F:30])=[CH:25][CH:24]=5)([CH2:20]4)[CH2:18]3)[CH:13]=2)=[CH:6][C:5]([F:35])=[CH:4][N:3]=1.[ClH:36]. Given the product [ClH:1].[ClH:36].[Cl:1][C:2]1[C:7]([C:8]2[C:9](=[O:34])[NH:10][C:11](=[O:33])[N:12]([CH2:14][CH2:15][CH2:16][N:17]3[CH2:22][C@H:21]4[C@:19]([C:23]5[CH:28]=[CH:27][C:26]([C:29]([F:31])([F:32])[F:30])=[CH:25][CH:24]=5)([CH2:20]4)[CH2:18]3)[CH:13]=2)=[CH:6][C:5]([F:35])=[CH:4][N:3]=1, predict the reactants needed to synthesize it. (2) Given the product [ClH:1].[ClH:36].[ClH:1].[Cl:1][C:2]1[CH:3]=[C:4]([C:10]2[N:11]=[C:12]3[C:17](=[CH:18][CH:19]=2)[N:16]=[CH:15][C:14]([C:20](=[O:22])[CH3:21])=[C:13]3[NH:23][C:24]2[CH:25]=[N:26][C:27]([NH:30][CH2:31][CH2:32][N:33]([CH3:34])[CH3:35])=[CH:28][CH:29]=2)[CH:5]=[C:6]([Cl:9])[C:7]=1[OH:8], predict the reactants needed to synthesize it. The reactants are: [Cl:1][C:2]1[CH:3]=[C:4]([C:10]2[N:11]=[C:12]3[C:17](=[CH:18][CH:19]=2)[N:16]=[CH:15][C:14]([C:20](=[O:22])[CH3:21])=[C:13]3[NH:23][C:24]2[CH:25]=[N:26][C:27]([NH:30][CH2:31][CH2:32][N:33]([CH3:35])[CH3:34])=[CH:28][CH:29]=2)[CH:5]=[C:6]([Cl:9])[C:7]=1[OH:8].[Cl:36]C1C=C(B2OC(C)(C)C(C)(C)O2)C=C(Cl)C=1O. (3) Given the product [Cl:1][C:2]1[CH:34]=[CH:33][C:5]([C:6]([N:8]2[CH2:9][CH2:10][N:11]([CH:14]3[CH:18]([OH:19])[CH2:17][N:16]([C:20]4[N:25]=[C:24]([C:26]([F:27])([F:28])[F:29])[C:23]([C:30]([NH2:36])=[O:32])=[CH:22][N:21]=4)[CH2:15]3)[CH2:12][CH2:13]2)=[O:7])=[CH:4][CH:3]=1, predict the reactants needed to synthesize it. The reactants are: [Cl:1][C:2]1[CH:34]=[CH:33][C:5]([C:6]([N:8]2[CH2:13][CH2:12][N:11]([CH:14]3[CH:18]([OH:19])[CH2:17][N:16]([C:20]4[N:25]=[C:24]([C:26]([F:29])([F:28])[F:27])[C:23]([C:30]([OH:32])=O)=[CH:22][N:21]=4)[CH2:15]3)[CH2:10][CH2:9]2)=[O:7])=[CH:4][CH:3]=1.C[N:36](C(ON1N=NC2C=CC=NC1=2)=[N+](C)C)C.F[P-](F)(F)(F)(F)F.CCN(C(C)C)C(C)C.C1C=CC2N(O)N=NC=2C=1.[NH4+].[Cl-]. (4) Given the product [OH:12][CH2:11][C:10]1[CH:13]=[CH:14][C:15]([S:17][C:18]([F:19])([F:20])[F:21])=[CH:16][C:9]=1[OH:8], predict the reactants needed to synthesize it. The reactants are: C1(B2[O:12][CH2:11][C:10]3[CH:13]=[CH:14][C:15]([S:17][C:18]([F:21])([F:20])[F:19])=[CH:16][C:9]=3[O:8]2)C=CC=CC=1.OO.OCC1C(SC(F)(F)F)=CC=CC=1O. (5) Given the product [C:21]1([C:20]2[CH:19]=[CH:18][N:7]([CH2:6][C:5]([O:4][CH2:2][CH3:3])=[O:8])[CH:16]=2)[CH:26]=[CH:25][CH:24]=[CH:23][CH:22]=1, predict the reactants needed to synthesize it. The reactants are: Cl.[CH2:2]([O:4][C:5](=[O:8])[CH2:6][NH2:7])[CH3:3].C([O-])(=O)C.[Na+].CO[CH:16]1[CH:20]([C:21]2[CH:26]=[CH:25][CH:24]=[CH:23][CH:22]=2)[CH2:19][CH:18](OC)O1.